Dataset: Forward reaction prediction with 1.9M reactions from USPTO patents (1976-2016). Task: Predict the product of the given reaction. (1) The product is: [I:8][C:7]1[C:2]([S:18][CH:16]([CH3:17])[CH3:15])=[N:3][CH:4]=[CH:5][CH:6]=1. Given the reactants F[C:2]1[C:7]([I:8])=[CH:6][CH:5]=[CH:4][N:3]=1.C([O-])([O-])=O.[Cs+].[Cs+].[CH3:15][CH:16]([SH:18])[CH3:17], predict the reaction product. (2) Given the reactants [F:1][C:2]1[C:11]([O:12][CH3:13])=[CH:10][CH:9]=[CH:8][C:3]=1[C:4]([O:6]C)=O.[Li+].C[Si]([N-][Si](C)(C)C)(C)C.[Cl:24][C:25]1[N:30]=[C:29]([CH3:31])[CH:28]=[CH:27][N:26]=1, predict the reaction product. The product is: [Cl:24][C:25]1[N:30]=[C:29]([CH2:31][C:4]([C:3]2[CH:8]=[CH:9][CH:10]=[C:11]([O:12][CH3:13])[C:2]=2[F:1])=[O:6])[CH:28]=[CH:27][N:26]=1. (3) Given the reactants [CH3:1][C:2]([CH3:8])([CH2:6][OH:7])[C:3]([OH:5])=[O:4].[CH3:9][O:10][C:11]1[CH:18]=[CH:17][C:14]([CH2:15]Cl)=[CH:13][CH:12]=1, predict the reaction product. The product is: [CH3:1][C:2]([CH3:8])([CH2:6][OH:7])[C:3]([O:5][CH2:15][C:14]1[CH:17]=[CH:18][C:11]([O:10][CH3:9])=[CH:12][CH:13]=1)=[O:4]. (4) The product is: [NH2:1][C:2]1[C:7]([F:8])=[C:6]([C:9]2[CH:14]=[CH:13][C:12]([Cl:15])=[C:11]([O:16][CH3:17])[C:10]=2[F:18])[N:5]=[C:4]([C:19]([OH:21])=[O:20])[C:3]=1[O:23][CH3:24]. Given the reactants [NH2:1][C:2]1[C:7]([F:8])=[C:6]([C:9]2[CH:14]=[CH:13][C:12]([Cl:15])=[C:11]([O:16][CH3:17])[C:10]=2[F:18])[N:5]=[C:4]([C:19]([O:21]C)=[O:20])[C:3]=1[O:23][CH3:24].[OH-].[Na+].Cl, predict the reaction product. (5) The product is: [S:33](=[O:35])(=[O:34])([O:29][CH2:28][C@@H:20]1[C@@H:21]([OH:22])[C@@H:25]([OH:24])[C@H:18]([N:13]2[CH:12]=[N:11][C:10]3[C:14]2=[N:15][CH:16]=[N:17][C:9]=3[NH:8][C:6](=[O:7])[C:5]2[CH:30]=[CH:31][C:2]([Br:1])=[CH:3][CH:4]=2)[O:19]1)[NH2:36]. Given the reactants [Br:1][C:2]1[CH:31]=[CH:30][C:5]([C:6]([NH:8][C:9]2[N:17]=[CH:16][N:15]=[C:14]3[C:10]=2[N:11]=[CH:12][N:13]3[C@H:18]2[C@H:25]3[C@H:21]([O:22]C(C)(C)[O:24]3)[C@@H:20]([CH2:28][OH:29])[O:19]2)=[O:7])=[CH:4][CH:3]=1.Cl[S:33]([NH2:36])(=[O:35])=[O:34], predict the reaction product.